From a dataset of Full USPTO retrosynthesis dataset with 1.9M reactions from patents (1976-2016). Predict the reactants needed to synthesize the given product. Given the product [Br:5][C:6]1[CH:11]=[CH:10][C:9]([NH2:12])=[CH:8][C:7]=1[O:15][CH2:16][CH2:17][O:18][C:19]1[CH:20]=[CH:21][CH:22]=[CH:23][CH:24]=1, predict the reactants needed to synthesize it. The reactants are: C(O)(=O)C.[Br:5][C:6]1[CH:11]=[CH:10][C:9]([N+:12]([O-])=O)=[CH:8][C:7]=1[O:15][CH2:16][CH2:17][O:18][C:19]1[CH:24]=[CH:23][CH:22]=[CH:21][CH:20]=1.